From a dataset of Forward reaction prediction with 1.9M reactions from USPTO patents (1976-2016). Predict the product of the given reaction. Given the reactants Cl[C:2]1[CH:3]=[C:4]2[NH:10][C:9]([C:11]3[CH:16]=[CH:15][N:14]=[C:13]([NH:17][C:18](=[O:20])[CH3:19])[CH:12]=3)=[C:8]([C:21]3[CH:26]=[CH:25][C:24]([O:27][CH3:28])=[C:23]([CH3:29])[N:22]=3)[C:5]2=[N:6][CH:7]=1.C([O-])=O.[Na+], predict the reaction product. The product is: [CH3:28][O:27][C:24]1[CH:25]=[CH:26][C:21]([C:8]2[C:5]3=[N:6][CH:7]=[CH:2][CH:3]=[C:4]3[NH:10][C:9]=2[C:11]2[CH:16]=[CH:15][N:14]=[C:13]([NH:17][C:18](=[O:20])[CH3:19])[CH:12]=2)=[N:22][C:23]=1[CH3:29].